The task is: Predict the reactants needed to synthesize the given product.. This data is from Full USPTO retrosynthesis dataset with 1.9M reactions from patents (1976-2016). (1) Given the product [N+:1]([C:4]1[CH:9]=[C:12]2[C:11]([O:13][CH2:14][CH2:15][OH:16])=[N:10][NH:8][C:7]2=[N:6][CH:5]=1)([O-:3])=[O:2], predict the reactants needed to synthesize it. The reactants are: [N+:1]([C:4]1[CH:5]=[N:6][C:7]2[N:8]([N:10]=[C:11]([O:13][CH2:14][CH2:15][OH:16])[CH:12]=2)[CH:9]=1)([O-:3])=[O:2].C(=O)(O)[O-].[Na+]. (2) Given the product [CH2:1]([C:3]1[CH:25]=[CH:24][CH:23]=[CH:22][C:4]=1[NH:5][C:6]1[C:15]2[C:10](=[CH:11][C:12]([O:18][CH2:33][CH2:34][O:35][CH3:36])=[C:13]([O:16][CH3:17])[CH:14]=2)[N:9]=[CH:8][C:7]=1[C:19]([NH2:21])=[O:20])[CH3:2], predict the reactants needed to synthesize it. The reactants are: [CH2:1]([C:3]1[CH:25]=[CH:24][CH:23]=[CH:22][C:4]=1[NH:5][C:6]1[C:15]2[C:10](=[CH:11][C:12]([OH:18])=[C:13]([O:16][CH3:17])[CH:14]=2)[N:9]=[CH:8][C:7]=1[C:19]([NH2:21])=[O:20])[CH3:2].C([O-])([O-])=O.[Cs+].[Cs+].Br[CH2:33][CH2:34][O:35][CH3:36].